From a dataset of Reaction yield outcomes from USPTO patents with 853,638 reactions. Predict the reaction yield, written as a fraction of the theoretical maximum amount of product (1.0 means a 100% yield; for example, 0.34 means a 34% yield). (1) The reactants are [ClH:1].[CH3:2][S:3]([N:6]1[CH2:11][CH2:10][N:9](C(OC(C)(C)C)=O)[CH2:8][CH2:7]1)(=[O:5])=[O:4]. The catalyst is O1CCOCC1.C(Cl)Cl. The product is [Cl-:1].[CH3:2][S:3]([N:6]1[CH2:11][CH2:10][NH2+:9][CH2:8][CH2:7]1)(=[O:5])=[O:4]. The yield is 0.970. (2) The reactants are C(O[C:6](=[O:26])[CH:7]([CH2:18][C:19]1[CH:24]=[CH:23][CH:22]=[CH:21][C:20]=1[Cl:25])[C:8]([C:10]1[CH:15]=[CH:14][N:13]=[C:12]([S:16][CH3:17])[N:11]=1)=O)(C)(C)C.Cl.Cl.[NH:29]1[CH2:33][CH2:32][CH2:31][NH:30]1. The catalyst is N1C=CC=CC=1. The product is [Cl:25][C:20]1[CH:21]=[CH:22][CH:23]=[CH:24][C:19]=1[CH2:18][C:7]1[C:6](=[O:26])[N:30]2[CH2:31][CH2:32][CH2:33][N:29]2[C:8]=1[C:10]1[CH:15]=[CH:14][N:13]=[C:12]([S:16][CH3:17])[N:11]=1. The yield is 0.220. (3) The yield is 0.690. The reactants are [C:1]1([O:11][CH2:12][C:13]([NH:15][C@H:16]([C:20]([NH:22][CH:23]([C:32](=[O:35])[CH2:33][F:34])[CH2:24][C:25]([O:27]C(C)(C)C)=[O:26])=[O:21])[CH:17]([CH3:19])[CH3:18])=[O:14])[C:10]2[C:5](=[CH:6][CH:7]=[CH:8][CH:9]=2)[CH:4]=[CH:3][CH:2]=1.C1(OC)C=CC=CC=1.FC(F)(F)C(O)=O. The product is [C:1]1([O:11][CH2:12][C:13]([NH:15][C@H:16]([C:20]([NH:22][CH:23]([C:32](=[O:35])[CH2:33][F:34])[CH2:24][C:25]([OH:27])=[O:26])=[O:21])[CH:17]([CH3:18])[CH3:19])=[O:14])[C:10]2[C:5](=[CH:6][CH:7]=[CH:8][CH:9]=2)[CH:4]=[CH:3][CH:2]=1. The catalyst is C(Cl)Cl. (4) The reactants are [C:1](O)(=O)[C:2]1[CH:7]=[CH:6][CH:5]=[CH:4][CH:3]=1.[CH2:10]([SH:17])[C:11]1[CH:16]=[CH:15][CH:14]=[CH:13][CH:12]=1.P12(SP3(SP(SP(S3)(S1)=S)(=S)S2)=S)=[S:19]. The catalyst is C1(C)C=CC=CC=1. The product is [C:1]([S:17][CH2:10][C:11]1[CH:16]=[CH:15][CH:14]=[CH:13][CH:12]=1)(=[S:19])[C:2]1[CH:7]=[CH:6][CH:5]=[CH:4][CH:3]=1. The yield is 0.910.